From a dataset of Forward reaction prediction with 1.9M reactions from USPTO patents (1976-2016). Predict the product of the given reaction. (1) Given the reactants [S:1]1[C:5]2[CH:6]=[CH:7][C:8]([CH2:10][OH:11])=[CH:9][C:4]=2[N:3]=[CH:2]1, predict the reaction product. The product is: [S:1]1[C:5]2[CH:6]=[CH:7][C:8]([CH:10]=[O:11])=[CH:9][C:4]=2[N:3]=[CH:2]1. (2) Given the reactants [OH:1][CH2:2][C@@H:3]1[O:7][C:6](=[O:8])[N:5]([C:9]2[CH:10]=[CH:11][C:12]3[C:18](=[O:19])[CH2:17][CH2:16][S:15][CH2:14][C:13]=3[CH:20]=2)[CH2:4]1.C(N(CC)CC)C.[CH3:28][S:29](Cl)(=[O:31])=[O:30], predict the reaction product. The product is: [O:8]=[C:6]1[N:5]([C:9]2[CH:10]=[CH:11][C:12]3[C:18](=[O:19])[CH2:17][CH2:16][S:15][CH2:14][C:13]=3[CH:20]=2)[CH2:4][C@H:3]([CH2:2][O:1][S:29]([CH3:28])(=[O:31])=[O:30])[O:7]1. (3) Given the reactants [C:1]([O:5][C:6](=[O:20])[C:7]([CH3:19])([NH:9][C:10]1[CH:15]=[CH:14][CH:13]=[CH:12][C:11]=1[N+:16]([O-])=O)[CH3:8])([CH3:4])([CH3:3])[CH3:2], predict the reaction product. The product is: [C:1]([O:5][C:6](=[O:20])[C:7]([NH:9][C:10]1[CH:15]=[CH:14][CH:13]=[CH:12][C:11]=1[NH2:16])([CH3:19])[CH3:8])([CH3:2])([CH3:3])[CH3:4]. (4) Given the reactants [CH3:1][N:2]1[C:10]2[C:5](=[CH:6][C:7]([C:11]3[CH:20]=[CH:19][C:14]([O:15][CH2:16][C:17]#[N:18])=[CH:13][CH:12]=3)=[CH:8][CH:9]=2)[C:4]([CH2:21][CH2:22][CH2:23][CH2:24][CH3:25])=[C:3]1[C:26]1[CH:31]=[CH:30][CH:29]=[CH:28][CH:27]=1.[N-:32]=[N+:33]=[N-:34].[Na+].[NH4+].[Cl-], predict the reaction product. The product is: [CH3:1][N:2]1[C:10]2[C:5](=[CH:6][C:7]([C:11]3[CH:20]=[CH:19][C:14]([O:15][CH2:16][C:17]4[NH:34][N:33]=[N:32][N:18]=4)=[CH:13][CH:12]=3)=[CH:8][CH:9]=2)[C:4]([CH2:21][CH2:22][CH2:23][CH2:24][CH3:25])=[C:3]1[C:26]1[CH:27]=[CH:28][CH:29]=[CH:30][CH:31]=1. (5) Given the reactants [CH3:1][O:2][C:3]1[C:8]([CH3:9])=[C:7]([C:10]2[CH:11]=[CH:12][C:13]3[C:14]4[N:23]([C@H:24]5[CH2:28][CH2:27][O:26][CH2:25]5)[N:22]=[CH:21][C:15]=4[C:16](=[O:20])[NH:17][C:18]=3[CH:19]=2)[C:6]([CH3:29])=[CH:5][N:4]=1.O.[C:31]1([S:37]([OH:40])(=[O:39])=[O:38])[CH:36]=[CH:35][CH:34]=[CH:33][CH:32]=1, predict the reaction product. The product is: [C:31]1([S:37]([OH:40])(=[O:39])=[O:38])[CH:36]=[CH:35][CH:34]=[CH:33][CH:32]=1.[CH3:1][O:2][C:3]1[C:8]([CH3:9])=[C:7]([C:10]2[CH:11]=[CH:12][C:13]3[C:14]4[N:23]([C@H:24]5[CH2:28][CH2:27][O:26][CH2:25]5)[N:22]=[CH:21][C:15]=4[C:16](=[O:20])[NH:17][C:18]=3[CH:19]=2)[C:6]([CH3:29])=[CH:5][N:4]=1.